Task: Predict which catalyst facilitates the given reaction.. Dataset: Catalyst prediction with 721,799 reactions and 888 catalyst types from USPTO (1) Reactant: [CH3:1][O:2][C:3]1([O:27][CH3:28])[CH2:8][CH2:7][N:6]([C:9]2[CH:14]=[CH:13][C:12]([N:15]3[CH2:19][C@@H:18]([CH2:20][N:21]=[N+]=[N-])[O:17][C:16]3=[O:24])=[CH:11][CH:10]=2)[CH2:5][C:4]1([F:26])[F:25]. Product: [CH3:28][O:27][C:3]1([O:2][CH3:1])[CH2:8][CH2:7][N:6]([C:9]2[CH:14]=[CH:13][C:12]([N:15]3[CH2:19][C@H:18]([CH2:20][NH2:21])[O:17][C:16]3=[O:24])=[CH:11][CH:10]=2)[CH2:5][C:4]1([F:26])[F:25]. The catalyst class is: 153. (2) Reactant: [Br:1][C:2]1[CH:3]=[CH:4][C:5]2[S:9][CH:8]=[N:7][C:6]=2[CH:10]=1.I[C:12]1[C:13]([NH:26][C@@H:27]2[CH2:32][CH2:31][CH2:30][N:29]([C:33]([O:35][C:36]([CH3:39])([CH3:38])[CH3:37])=[O:34])[CH2:28]2)=[N:14][C:15]([N:20]2[CH2:25][CH2:24][O:23][CH2:22][CH2:21]2)=[N:16][C:17]=1[O:18][CH3:19].C(=O)([O-])[O-].[Cs+].[Cs+]. Product: [Br:1][C:2]1[CH:3]=[CH:4][C:5]2[S:9][C:8]([C:12]3[C:13]([NH:26][C@@H:27]4[CH2:32][CH2:31][CH2:30][N:29]([C:33]([O:35][C:36]([CH3:39])([CH3:38])[CH3:37])=[O:34])[CH2:28]4)=[N:14][C:15]([N:20]4[CH2:21][CH2:22][O:23][CH2:24][CH2:25]4)=[N:16][C:17]=3[O:18][CH3:19])=[N:7][C:6]=2[CH:10]=1. The catalyst class is: 441. (3) Reactant: [CH2:1]([O:8][NH:9][C:10](=[O:19])[CH2:11][CH2:12][CH2:13][CH2:14][CH2:15][CH2:16][CH2:17]Br)[C:2]1[CH:7]=[CH:6][CH:5]=[CH:4][CH:3]=1.Cl.[CH:21]([CH:24]1[C:33]2[C:28](=[CH:29][C:30]([O:36][CH3:37])=[C:31]([O:34][CH3:35])[CH:32]=2)[CH2:27][CH2:26][NH:25]1)([CH3:23])[CH3:22].C(=O)([O-])[O-].[K+].[K+]. Product: [CH2:1]([O:8][NH:9][C:10](=[O:19])[CH2:11][CH2:12][CH2:13][CH2:14][CH2:15][CH2:16][CH2:17][N:25]1[CH2:26][CH2:27][C:28]2[C:33](=[CH:32][C:31]([O:34][CH3:35])=[C:30]([O:36][CH3:37])[CH:29]=2)[CH:24]1[CH:21]([CH3:23])[CH3:22])[C:2]1[CH:7]=[CH:6][CH:5]=[CH:4][CH:3]=1. The catalyst class is: 3. (4) Product: [CH2:22]([O:1][C:2]1([CH2:15][CH2:16][CH:17]([CH3:19])[CH3:18])[C:11]2[C:6](=[CH:7][CH:8]=[CH:9][CH:10]=2)[C:5]([O:12][CH3:13])=[CH:4][C:3]1=[O:14])[C:23]1[CH:28]=[CH:27][CH:26]=[CH:25][CH:24]=1. The catalyst class is: 9. Reactant: [OH:1][C:2]1([CH2:15][CH2:16][CH:17]([CH3:19])[CH3:18])[C:11]2[C:6](=[CH:7][CH:8]=[CH:9][CH:10]=2)[C:5]([O:12][CH3:13])=[CH:4][C:3]1=[O:14].[H-].[Na+].[CH2:22](Br)[C:23]1[CH:28]=[CH:27][CH:26]=[CH:25][CH:24]=1. (5) Reactant: [CH2:1]([O:3][C:4]([C:6]1[N:7]=[C:8]([C:20]2[CH:25]=[CH:24][C:23]([Cl:26])=[CH:22][CH:21]=2)[N:9]([C:13]2[CH:18]=[CH:17][CH:16]=[CH:15][C:14]=2[F:19])[C:10]=1[CH:11]=O)=[O:5])[CH3:2].[CH:27]1([NH2:32])[CH2:31][CH2:30][CH2:29][CH2:28]1.[BH-](OC(C)=O)(OC(C)=O)OC(C)=O.[Na+]. Product: [CH2:1]([O:3][C:4]([C:6]1[N:7]=[C:8]([C:20]2[CH:25]=[CH:24][C:23]([Cl:26])=[CH:22][CH:21]=2)[N:9]([C:13]2[CH:18]=[CH:17][CH:16]=[CH:15][C:14]=2[F:19])[C:10]=1[CH2:11][NH:32][CH:27]1[CH2:31][CH2:30][CH2:29][CH2:28]1)=[O:5])[CH3:2]. The catalyst class is: 68. (6) Reactant: [F-].C([N+](CCCC)(CCCC)CCCC)CCC.[Si]([O:26][C:27]1[CH:39]=[CH:38][C:30]([CH2:31][C:32]2[N:37]=[CH:36][CH:35]=[CH:34][N:33]=2)=[CH:29][CH:28]=1)(C(C)(C)C)(C)C. Product: [N:33]1[CH:34]=[CH:35][CH:36]=[N:37][C:32]=1[CH2:31][C:30]1[CH:38]=[CH:39][C:27]([OH:26])=[CH:28][CH:29]=1. The catalyst class is: 20. (7) Reactant: S(Cl)([Cl:3])=O.[NH2:5][C:6]1[C:15]2[N:16]=[C:17]([CH2:19]O)[S:18][C:14]=2[C:13]2[CH:12]=[CH:11][CH:10]=[CH:9][C:8]=2[N:7]=1. Product: [ClH:3].[Cl:3][CH2:19][C:17]1[S:18][C:14]2[C:13]3[CH:12]=[CH:11][CH:10]=[CH:9][C:8]=3[N:7]=[C:6]([NH2:5])[C:15]=2[N:16]=1. The catalyst class is: 26.